Predict which catalyst facilitates the given reaction. From a dataset of Catalyst prediction with 721,799 reactions and 888 catalyst types from USPTO. (1) Reactant: [N:1]1[C:6]([C:7]([O:9][CH3:10])=[O:8])=[CH:5][CH:4]=[CH:3][C:2]=1[C:11]([O:13][CH3:14])=[O:12].[ClH:15]. Product: [ClH:15].[NH:1]1[C@H:2]([C:11]([O:13][CH3:14])=[O:12])[CH2:3][CH2:4][CH2:5][C@@H:6]1[C:7]([O:9][CH3:10])=[O:8]. The catalyst class is: 5. (2) Reactant: C(OC(=O)[NH:10][C@@H:11]([CH:38]1[CH2:43][CH2:42][O:41][CH2:40][CH2:39]1)[C:12]([N:14]1[C@H:19]([C:20](=[O:32])[NH:21][C@H:22]2[C:31]3[C:26](=[CH:27][CH:28]=[CH:29][CH:30]=3)[O:25][CH2:24][CH2:23]2)[CH2:18][N:17]2[CH2:33][C:34]([F:37])([F:36])[CH2:35][C@@H:16]2[CH2:15]1)=[O:13])C1C=CC=CC=1.[ClH:45].CO. Product: [ClH:45].[ClH:45].[NH2:10][C@@H:11]([CH:38]1[CH2:39][CH2:40][O:41][CH2:42][CH2:43]1)[C:12]([N:14]1[C@H:19]([C:20]([NH:21][C@H:22]2[C:31]3[C:26](=[CH:27][CH:28]=[CH:29][CH:30]=3)[O:25][CH2:24][CH2:23]2)=[O:32])[CH2:18][N:17]2[CH2:33][C:34]([F:37])([F:36])[CH2:35][C@@H:16]2[CH2:15]1)=[O:13]. The catalyst class is: 719. (3) Reactant: [Br:1][C:2]1[CH:11]=[CH:10][C:5]([C:6](OC)=[O:7])=[CH:4][C:3]=1[CH3:12].[H-].[Al+3].[Li+].[H-].[H-].[H-]. Product: [Br:1][C:2]1[CH:11]=[CH:10][C:5]([CH2:6][OH:7])=[CH:4][C:3]=1[CH3:12]. The catalyst class is: 1. (4) Reactant: C(OC([N:8]([CH2:16][C:17]1[CH:22]=[CH:21][CH:20]=[CH:19][C:18]=1[O:23][CH2:24][CH2:25][O:26]COC)C(OC(C)(C)C)=O)=O)(C)(C)C.O1CCOCC1.[ClH:36]. Product: [ClH:36].[NH2:8][CH2:16][C:17]1[CH:22]=[CH:21][CH:20]=[CH:19][C:18]=1[O:23][CH2:24][CH2:25][OH:26]. The catalyst class is: 5. (5) Reactant: Br[CH2:2][CH:3]1[O:8][C:7]2[CH:9]=[CH:10][CH:11]=[CH:12][C:6]=2[O:5][CH2:4]1.[N:13]1([C:20]([O:22][C:23]([CH3:26])([CH3:25])[CH3:24])=[O:21])[CH2:19][CH2:18][CH2:17][NH:16][CH2:15][CH2:14]1.CCN(C(C)C)C(C)C.O. The catalyst class is: 3. Product: [O:8]1[CH:3]([CH2:2][N:16]2[CH2:17][CH2:18][CH2:19][N:13]([C:20]([O:22][C:23]([CH3:26])([CH3:25])[CH3:24])=[O:21])[CH2:14][CH2:15]2)[CH2:4][O:5][C:6]2[CH:12]=[CH:11][CH:10]=[CH:9][C:7]1=2. (6) Reactant: Cl.[F:2][C:3]1[CH:8]=[CH:7][C:6]([NH:9][C:10]2[C:11]3[C:16]([N:17]=[C:18]4[C:23]=2[CH:22]=[CH:21][CH:20]=[CH:19]4)=[CH:15][CH:14]=[CH:13][CH:12]=3)=[CH:5][CH:4]=1.[OH-].[Na+]. Product: [F:2][C:3]1[CH:4]=[CH:5][C:6]([NH:9][C:10]2[C:23]3[C:18]([N:17]=[C:16]4[C:11]=2[CH:12]=[CH:13][CH:14]=[CH:15]4)=[CH:19][CH:20]=[CH:21][CH:22]=3)=[CH:7][CH:8]=1. The catalyst class is: 6.